Dataset: Forward reaction prediction with 1.9M reactions from USPTO patents (1976-2016). Task: Predict the product of the given reaction. (1) Given the reactants [F:1][C:2]1[CH:18]=[CH:17][C:5]([CH2:6][C:7]2[O:8][C:9](/[CH:12]=[CH:13]/[N+:14]([O-:16])=[O:15])=[CH:10][CH:11]=2)=[CH:4][CH:3]=1.CS(C)=O.[BH4-].[Na+], predict the reaction product. The product is: [F:1][C:2]1[CH:3]=[CH:4][C:5]([CH2:6][C:7]2[O:8][C:9]([CH2:12][CH2:13][N+:14]([O-:16])=[O:15])=[CH:10][CH:11]=2)=[CH:17][CH:18]=1. (2) The product is: [CH3:15][Sn:16]([CH3:22])([CH3:21])[C:2]1[CH:7]=[CH:6][C:5]([N:8]2[CH2:13][CH2:12][CH:11]([OH:14])[CH2:10][CH2:9]2)=[CH:4][CH:3]=1. Given the reactants Br[C:2]1[CH:7]=[CH:6][C:5]([N:8]2[CH2:13][CH2:12][CH:11]([OH:14])[CH2:10][CH2:9]2)=[CH:4][CH:3]=1.[CH3:15][Sn:16]([CH3:22])([CH3:21])[Sn:16]([CH3:22])([CH3:21])[CH3:15], predict the reaction product. (3) Given the reactants [C:1](O)(=O)[C:2]1C=CN=C[CH:3]=1.[CH3:10][CH2:11][N:12]=[C:13]=[N:14][CH2:15][CH2:16]CN(C)C.C1C=CC2N([OH:30])N=NC=2C=1.[NH2:31][C:32]12[C:50](=[O:51])[C:49]3[C:44](=[CH:45][CH:46]=[CH:47][C:48]=3[N+]([O-])=O)[C:33]1([OH:55])[O:34][C:35]1[CH:40]=[C:39](C(C)C)[CH:38]=[CH:37][C:36]=12, predict the reaction product. The product is: [OH:55][C:33]12[C:44]3[C:49](=[C:48]([CH:2]([CH3:3])[CH3:1])[CH:47]=[CH:46][CH:45]=3)[C:50](=[O:51])[C:32]1([NH:31][C:16]([C:15]1[CH:10]=[CH:11][N:12]=[CH:13][N:14]=1)=[O:30])[C:36]1[CH:37]=[CH:38][CH:39]=[CH:40][C:35]=1[O:34]2.